Task: Predict the reaction yield, written as a fraction of the theoretical maximum amount of product (1.0 means a 100% yield; for example, 0.34 means a 34% yield).. Dataset: Reaction yield outcomes from USPTO patents with 853,638 reactions (1) The reactants are Br.Br[CH2:3][C:4]1[N:5]=[C:6]2[C:11](=[N:12][CH:13]=1)[N:10]=[C:9]([NH2:14])[N:8]=[C:7]2[NH2:15].[OH:16][C:17]1[CH:18]=[C:19]([CH2:24][CH2:25][NH2:26])[CH:20]=[CH:21][C:22]=1[OH:23].C(N(C(C)C)C(C)C)C.C(=O)(O)[O-]. The catalyst is CN(C)C(=O)C. The product is [OH:16][C:17]1[CH:18]=[C:19]([CH2:24][CH2:25][NH:26][CH2:3][C:4]2[N:5]=[C:6]3[C:11](=[N:12][CH:13]=2)[N:10]=[C:9]([NH2:14])[N:8]=[C:7]3[NH2:15])[CH:20]=[CH:21][C:22]=1[OH:23]. The yield is 0.226. (2) The reactants are C[O:2][C:3]([C:5]1[C:18](=[O:19])[N:9]2[CH2:10][CH2:11][C:12]3[C:17]([C:8]2=[CH:7][CH:6]=1)=[CH:16][CH:15]=[CH:14][CH:13]=3)=[O:4].[OH-].[Na+]. The catalyst is O1CCOCC1. The product is [O:19]=[C:18]1[N:9]2[CH2:10][CH2:11][C:12]3[C:17]([C:8]2=[CH:7][CH:6]=[C:5]1[C:3]([OH:4])=[O:2])=[CH:16][CH:15]=[CH:14][CH:13]=3. The yield is 0.880. (3) The reactants are C([O:4][C:5]1[C:6]([I:30])=[C:7]([CH2:25][C:26]([O:28][CH3:29])=[O:27])[C:8]([C:15](=[O:24])[C:16]2[CH:21]=[CH:20][C:19]([O:22][CH3:23])=[CH:18][CH:17]=2)=[C:9]([O:11]CC=C)[CH:10]=1)C=C.[Se](=O)=O.C(O)(=O)C.C(=O)([O-])O.[Na+]. The catalyst is O1CCOCC1. The product is [OH:4][C:5]1[C:6]([I:30])=[C:7]([CH2:25][C:26]([O:28][CH3:29])=[O:27])[C:8]([C:15](=[O:24])[C:16]2[CH:17]=[CH:18][C:19]([O:22][CH3:23])=[CH:20][CH:21]=2)=[C:9]([OH:11])[CH:10]=1. The yield is 0.0820.